Dataset: Reaction yield outcomes from USPTO patents with 853,638 reactions. Task: Predict the reaction yield, written as a fraction of the theoretical maximum amount of product (1.0 means a 100% yield; for example, 0.34 means a 34% yield). (1) The reactants are [CH2:1]([C@@H:8]1[NH:13][CH2:12][CH2:11][N:10]([C:14]2[CH:19]=[CH:18][C:17]([O:20][CH3:21])=[C:16]([O:22][CH:23]3[CH2:26][CH2:25][CH2:24]3)[CH:15]=2)[CH2:9]1)[C:2]1[CH:7]=[CH:6][CH:5]=[CH:4][CH:3]=1.C[O:28][C:29](=O)[CH2:30][C:31]1[O:35][N:34]=[C:33]([CH3:36])[N:32]=1. No catalyst specified. The product is [CH2:1]([C@H:8]1[CH2:9][N:10]([C:14]2[CH:19]=[CH:18][C:17]([O:20][CH3:21])=[C:16]([O:22][CH:23]3[CH2:26][CH2:25][CH2:24]3)[CH:15]=2)[CH2:11][CH2:12][N:13]1[C:29](=[O:28])[CH2:30][C:31]1[O:35][N:34]=[C:33]([CH3:36])[N:32]=1)[C:2]1[CH:3]=[CH:4][CH:5]=[CH:6][CH:7]=1. The yield is 0.350. (2) The reactants are [C:1]([O:5][C:6]([N:8]([C:13]1[CH:27]=[CH:26][C:16]([C:17]([O:19][C:20]([CH3:25])([CH3:24])[C:21]([OH:23])=[O:22])=[O:18])=[CH:15][C:14]=1[O:28][CH2:29][CH:30]1[CH2:32][CH2:31]1)[S:9]([CH3:12])(=[O:11])=[O:10])=[O:7])([CH3:4])([CH3:3])[CH3:2].C(Cl)CCl.[Cl:37][C:38]1[CH:39]=[N+:40]([O-:63])[CH:41]=[C:42]([Cl:62])[C:43]=1[CH2:44][C@@H:45]([C:47]1[CH:52]=[CH:51][C:50]([O:53][CH:54]([F:56])[F:55])=[C:49]([O:57][CH2:58][CH:59]2[CH2:61][CH2:60]2)[CH:48]=1)O. The catalyst is C(Cl)Cl.CN(C1C=CN=CC=1)C. The product is [C:1]([O:5][C:6]([N:8]([C:13]1[CH:27]=[CH:26][C:16]([C:17]([O:19][C:20]([CH3:25])([CH3:24])[C:21]([O:23][C@H:45]([C:47]2[CH:52]=[CH:51][C:50]([O:53][CH:54]([F:55])[F:56])=[C:49]([O:57][CH2:58][CH:59]3[CH2:60][CH2:61]3)[CH:48]=2)[CH2:44][C:43]2[C:42]([Cl:62])=[CH:41][N+:40]([O-:63])=[CH:39][C:38]=2[Cl:37])=[O:22])=[O:18])=[CH:15][C:14]=1[O:28][CH2:29][CH:30]1[CH2:31][CH2:32]1)[S:9]([CH3:12])(=[O:10])=[O:11])=[O:7])([CH3:2])([CH3:3])[CH3:4]. The yield is 0.302.